This data is from Human Reference Interactome with 51,813 positive PPI pairs across 8,248 proteins, plus equal number of experimentally-validated negative pairs. The task is: Binary Classification. Given two protein amino acid sequences, predict whether they physically interact or not. (1) Protein 1 (ENSG00000184361) has sequence MGVTGAHGFPCCGKGSVEVAEMRDDLSQHQIQEEQELEADMLEQKPQLQVDLDLDPDPDPDPELEIGQVPALLESELYPALKLEAELDTEANSNEESDFEEPMQLVCKIESVHSNMGLPTPQTFRPWSLNSNCRSFTEENHVSACHHSISAQTSKHLFWANKLIQASEHSLQRAINMQLNNGSAGQPIRSPLREAIPTNALCSEEQLQIPDAHSAPPTTSSQAPSPLLSSDLPPPIDLTELITFASSLAMASSSRMDLPSLEHMMKAPPQEALEPSTEPLLTTVEEREPENHAETLPEKP.... Protein 2 (ENSG00000130830) has sequence MTLKASEGESGGSMHTALSDLYLEHLLQKRSRPEAVSHPLNTVTEDMYTNGSPAPGSPAQVKGQEVRKVRLIQFEKVTEEPMGITLKLNEKQSCTVARILHGGMIHRQGSLHVGDEILEINGTNVTNHSVDQLQKAMKETKGMISLKVIPNQQSRLPALQMFMRAQFDYDPKKDNLIPCKEAGLKFATGDIIQIINKDDSNWWQGRVEGSSKESAGLIPSPELQEWRVASMAQSAPSEAPSCSPFGKKKKYKDKYLAKHSSIFDQLDVVSYEEVVRLPAFKRKTLVLIGASGVGRSHIKN.... Result: 0 (the proteins do not interact). (2) Protein 2 (ENSG00000138433) has sequence MGKSFANFMCKKDFHPASKSNIKKVWMAEQKISYDKKKQEELMQQYLKEQESYDNRLLMGDERVKNGLNFMYEAPPGAKKENKEKEETEGETEYKFEWQKGAPREKYAKDDMNIRDQPFGIQVRNVRCIKCHKWGHVNTDRECPLFGLSGINASSVPTDGSGPSMHPSELIAEMRNSGFALKRNVLGRNLTANDPSQEYVASEGEEDPEVEFLKSLTTKQKQKLLRKLDRLEKKKKKKDRKKKKFQKSRSKHKKHKSSSSSSSSSSSSSSTETSESSSESESNNKEKKIQRKKRKKNKCS.... Protein 1 (ENSG00000145087) has sequence MKKFNFRKVLDGLTASSPGSGSSSGSNSGGGAGSGSVHPAGTAGVLREEIQETLTSEYFQICKTVRHGFPHQPTALAFDPVQKILAIGTRTGAIRILGRPGVDCYCQHESGAAVLQLQFLINEGALVSASSDDTLHLWNLRQKRPAILHSLKFNRERITYCHLPFQSKWLYVGTERGNTHIVNIESFILSGYVIMWNKAIELSTKTHPGPVVHLSDSPRDEGKLLIGYENGTVVFWDLKSKRAELRVYYDEAIHSIDWHHEGKQFMCSHSDGSLTLWNLKSPSRPFQTTIPHGKSQREGR.... Result: 0 (the proteins do not interact). (3) Protein 1 (ENSG00000114902) has sequence MARGGDTGCTGPSETSASGAAAIALPGLEGPATDAQCQTLPLTVLKSRSPSPRSLPPALSCPPPQPAMLEHLSSLPTQMDYKGQKLAEQMFQGIILFSAIVGFIYGYVAEQFGWTVYIVMAGFAFSCLLTLPPWPIYRRHPLKWLPVQESSTDDKKPGERKIKRHAKNN*MFQGIILFSAIVGFIYGYVAEQFGWTVYIVMAGFAFSCLLTLPPWPIYRRHPLKWLPVQESSTDDKKPGERKIKRHAKNN*MLEHLSSLPTQMDYKGQKLAEQMFQGIILFSAIVGFIYGYVAEQFGWTV.... Protein 2 (ENSG00000164209) has sequence MHPRRPDGFDGLGYRGGARDEQGFGGAFPARSFSTGSDLGHWVTTPPDIPGSRNLHWGEKSPPYGVPTTSTPYEGPTEEPFSSGGGGSVQGQSSEQLNRFAGFGIGLASLFTENVLAHPCIVLRRQCQVNYHAQHYHLTPFTVINIMYSFNKTQGPRALWKGMGSTFIVQGVTLGAEGIISEFTPLPREVLHKWSPKQIGEHLLLKSLTYVVAMPFYSASLIETVQSEIIRDNTGILECVKEGIGRVIGMGVPHSKRLLPLLSLIFPTVLHGVLHYIISSVIQKFVLLILKRKTYNSHLA.... Result: 1 (the proteins interact). (4) Protein 1 (ENSG00000123643) has sequence MSTQRLRNEDYHDYSSTDVSPEESPSEGLNNLSSPGSYQRFGQSNSTTWFQTLIHLLKGNIGTGLLGLPLAVKNAGIVMGPISLLIIGIVAVHCMGILVKCAHHFCRRLNKSFVDYGDTVMYGLESSPCSWLRNHAHWGRRVVDFFLIVTQLGFCCVYFVFLADNFKQVIEAANGTTNNCHNNETVILTPTMDSRLYMLSFLPFLVLLVFIRNLRALSIFSLLANITMLVSLVMIYQFIVQRIPDPSHLPLVAPWKTYPLFFGTAIFSFEGIGMVLPLENKMKDPRKFPLILYLGMVIVT.... Protein 2 (ENSG00000185261) has sequence MDWDDEYSHNSFDLHCLLNSFPGDLEFEQIFSDIDEKIEQNAASIKHCIKEIQSEINKQCPGVQLQTTTDCFEWLTNYNYSTSESSFISHGDLIKFFKTLQDLLKNEQNQEEMTLDLLWDLSCHSSVSFPSTLSGTSFHFLSRTSLHSVEDNSSMDVKSMWDDIRLHLRRFLVSKLQSHNEINNSQQKILLKKQCLQQLLFLYPESEVIIKYQNIQNKLLANLLWNCFPSYNRDSNLDVIAHGYQSTMLKLYSVIKEDFNTLCEILAPSSMVKFIKETYLDTVTEEMAKFLENFCELQFR.... Result: 0 (the proteins do not interact).